This data is from Full USPTO retrosynthesis dataset with 1.9M reactions from patents (1976-2016). The task is: Predict the reactants needed to synthesize the given product. (1) Given the product [N:1]1([C:6]2[N:11]=[C:10]([C:12]3[CH:13]=[C:14]([NH:18][C:19](=[O:31])[NH:20][C:21]4[CH:30]=[CH:29][CH:28]=[CH:27][C:22]=4[C:23]([OH:25])=[O:24])[CH:15]=[CH:16][CH:17]=3)[CH:9]=[CH:8][CH:7]=2)[CH2:5][CH2:4][CH2:3][CH2:2]1, predict the reactants needed to synthesize it. The reactants are: [N:1]1([C:6]2[N:11]=[C:10]([C:12]3[CH:13]=[C:14]([NH:18][C:19](=[O:31])[NH:20][C:21]4[CH:30]=[CH:29][CH:28]=[CH:27][C:22]=4[C:23]([O:25]C)=[O:24])[CH:15]=[CH:16][CH:17]=3)[CH:9]=[CH:8][CH:7]=2)[CH2:5][CH2:4][CH2:3][CH2:2]1.[Li+].[OH-]. (2) Given the product [F:44][C:43]([F:46])([F:45])[S:40]([O:32][C:15]1[CH:14]=[C:13]2[C@@:11]3([CH2:10][O:9][C:8]([NH2:7])=[N:12]3)[C:25]3[C:20](=[N:21][CH:22]=[C:23]([N:26]4[CH2:27][CH2:28][O:29][CH2:30][CH2:31]4)[CH:24]=3)[O:19][C:18]2=[CH:17][CH:16]=1)(=[O:42])=[O:41], predict the reactants needed to synthesize it. The reactants are: C(=O)([O-])[O-].[Cs+].[Cs+].[NH2:7][C:8]1[O:9][CH2:10][C@:11]2([C:25]3[C:20](=[N:21][CH:22]=[C:23]([N:26]4[CH2:31][CH2:30][O:29][CH2:28][CH2:27]4)[CH:24]=3)[O:19][C:18]3[C:13]2=[CH:14][C:15]([OH:32])=[CH:16][CH:17]=3)[N:12]=1.C1C=CC(N([S:40]([C:43]([F:46])([F:45])[F:44])(=[O:42])=[O:41])[S:40]([C:43]([F:46])([F:45])[F:44])(=[O:42])=[O:41])=CC=1.